This data is from NCI-60 drug combinations with 297,098 pairs across 59 cell lines. The task is: Regression. Given two drug SMILES strings and cell line genomic features, predict the synergy score measuring deviation from expected non-interaction effect. (1) Drug 1: C1=C(C(=O)NC(=O)N1)N(CCCl)CCCl. Drug 2: C1=NC2=C(N=C(N=C2N1C3C(C(C(O3)CO)O)F)Cl)N. Cell line: HT29. Synergy scores: CSS=43.6, Synergy_ZIP=-5.63, Synergy_Bliss=1.75, Synergy_Loewe=-7.96, Synergy_HSA=2.39. (2) Drug 1: CCCS(=O)(=O)NC1=C(C(=C(C=C1)F)C(=O)C2=CNC3=C2C=C(C=N3)C4=CC=C(C=C4)Cl)F. Drug 2: C1=CC(=CC=C1CCCC(=O)O)N(CCCl)CCCl. Cell line: SK-MEL-28. Synergy scores: CSS=40.9, Synergy_ZIP=-0.939, Synergy_Bliss=0.418, Synergy_Loewe=-7.08, Synergy_HSA=2.93.